This data is from Forward reaction prediction with 1.9M reactions from USPTO patents (1976-2016). The task is: Predict the product of the given reaction. (1) Given the reactants [C:1]1([CH3:18])[CH:6]=[CH:5][C:4]([N:7]2[C:16]3[C:11](=[CH:12][CH:13]=[CH:14][CH:15]=3)[CH2:10][CH2:9][C:8]2=[O:17])=[CH:3][CH:2]=1.I[CH2:20][CH2:21][CH3:22], predict the reaction product. The product is: [CH2:20]([CH:9]1[CH2:10][C:11]2[C:16](=[CH:15][CH:14]=[CH:13][CH:12]=2)[N:7]([C:4]2[CH:3]=[CH:2][C:1]([CH3:18])=[CH:6][CH:5]=2)[C:8]1=[O:17])[CH2:21][CH3:22]. (2) Given the reactants [NH2:1][C:2]1[CH:3]=[C:4]([C:8]#[C:9][C:10]2[C:11]([NH2:32])=[N:12][CH:13]=[C:14]([C:16]3[N:17]=[N:18][N:19]([CH2:21][CH2:22][CH2:23][O:24][Si:25]([C:28]([CH3:31])([CH3:30])[CH3:29])([CH3:27])[CH3:26])[N:20]=3)[CH:15]=2)[CH:5]=[CH:6][CH:7]=1.[Cl:33][C:34]1[CH:39]=[CH:38][C:37]([N:40]=[C:41]=[O:42])=[CH:36][C:35]=1[C:43]([F:46])([F:45])[F:44], predict the reaction product. The product is: [NH2:32][C:11]1[C:10]([C:9]#[C:8][C:4]2[CH:3]=[C:2]([NH:1][C:41]([NH:40][C:37]3[CH:38]=[CH:39][C:34]([Cl:33])=[C:35]([C:43]([F:45])([F:44])[F:46])[CH:36]=3)=[O:42])[CH:7]=[CH:6][CH:5]=2)=[CH:15][C:14]([C:16]2[N:17]=[N:18][N:19]([CH2:21][CH2:22][CH2:23][O:24][Si:25]([C:28]([CH3:29])([CH3:31])[CH3:30])([CH3:26])[CH3:27])[N:20]=2)=[CH:13][N:12]=1.